Dataset: Reaction yield outcomes from USPTO patents with 853,638 reactions. Task: Predict the reaction yield, written as a fraction of the theoretical maximum amount of product (1.0 means a 100% yield; for example, 0.34 means a 34% yield). (1) The catalyst is CN(C)C=O. The reactants are [F:1][C:2]1[CH:7]=[CH:6][C:5]([C:8]([NH:10][O:11][CH3:12])=[O:9])=[CH:4][C:3]=1[NH:13][C:14]1[C:19]2=[C:20]([CH:26]([CH3:28])[CH3:27])[C:21]([C:23]([OH:25])=O)=[CH:22][N:18]2[N:17]=[CH:16][N:15]=1.Cl.[CH2:30]([NH2:32])[CH3:31].CN([P+](ON1N=NC2C=CC=CC1=2)(N(C)C)N(C)C)C.F[P-](F)(F)(F)(F)F.CN1CCOCC1. The yield is 0.500. The product is [CH2:30]([NH:32][C:23]([C:21]1[C:20]([CH:26]([CH3:27])[CH3:28])=[C:19]2[N:18]([CH:22]=1)[N:17]=[CH:16][N:15]=[C:14]2[NH:13][C:3]1[CH:4]=[C:5]([C:8]([NH:10][O:11][CH3:12])=[O:9])[CH:6]=[CH:7][C:2]=1[F:1])=[O:25])[CH3:31]. (2) The reactants are [NH2:1][C:2]1[C:18]([F:19])=[CH:17][CH:16]=[CH:15][C:3]=1[C:4]([NH:6][C:7]1[CH:12]=[CH:11][CH:10]=[C:9]([Br:13])[C:8]=1[CH3:14])=[O:5].[C:20](=O)(OC(Cl)(Cl)Cl)[O:21]C(Cl)(Cl)Cl.C([O-])(O)=O.[Na+]. The catalyst is C1COCC1.CCOC(C)=O. The yield is 0.970. The product is [Br:13][C:9]1[C:8]([CH3:14])=[C:7]([N:6]2[C:4](=[O:5])[C:3]3[C:2](=[C:18]([F:19])[CH:17]=[CH:16][CH:15]=3)[NH:1][C:20]2=[O:21])[CH:12]=[CH:11][CH:10]=1. (3) The yield is 0.990. The reactants are [CH2:1]([C:4]1[C:9]([O:10][CH3:11])=[CH:8][CH:7]=[CH:6][C:5]=1[CH2:12][OH:13])[CH:2]=[CH2:3]. The product is [CH2:1]([C:4]1[C:9]([O:10][CH3:11])=[CH:8][CH:7]=[CH:6][C:5]=1[CH:12]=[O:13])[CH:2]=[CH2:3]. The catalyst is C(Cl)Cl.[O-2].[Mn+4].[O-2]. (4) The yield is 0.910. The product is [Br:1][C:2]1[CH:3]=[C:4]2[C:9](=[C:10]([NH2:12])[CH:11]=1)[N:8]=[CH:7][CH:6]=[CH:5]2. The reactants are [Br:1][C:2]1[CH:3]=[C:4]2[C:9](=[C:10]([N+:12]([O-])=O)[CH:11]=1)[N:8]=[CH:7][CH:6]=[CH:5]2.[OH-].[Na+]. The catalyst is CCO.CC(O)=O.O.[Fe]. (5) The reactants are C(O[C:6]([NH:8][CH:9]1[CH2:13][CH2:12][N:11]([C:14]2[CH:19]=[CH:18][C:17]([NH:20][C:21]3[N:30]=[CH:29][C:28]4[N:27]=[CH:26][C:25](=[O:31])[N:24]([CH:32]5[CH2:36][CH2:35][CH2:34][CH2:33]5)[C:23]=4[N:22]=3)=[CH:16][CH:15]=2)[CH2:10]1)=O)(C)(C)C.FC(F)(F)C(O)=O. The catalyst is C(Cl)Cl. The product is [CH:32]1([N:24]2[C:23]3[N:22]=[C:21]([NH:20][C:17]4[CH:18]=[CH:19][C:14]([N:11]5[CH2:10][CH2:9][N:8]([CH3:6])[CH2:13][CH2:12]5)=[CH:15][CH:16]=4)[N:30]=[CH:29][C:28]=3[N:27]=[CH:26][C:25]2=[O:31])[CH2:33][CH2:34][CH2:35][CH2:36]1. The yield is 1.00. (6) The reactants are [CH3:1][O:2][C:3]([CH:5]1[CH2:14][C:13]2[C:8](=[CH:9][CH:10]=[CH:11][CH:12]=2)[C:7]([CH2:15][CH2:16][S:17][CH3:18])=[N:6]1)=[O:4]. The catalyst is ClCCl.C([O-])(=O)C.[Cu+2].C([O-])(=O)C. The product is [CH3:1][O:2][C:3]([C:5]1[N:6]=[C:7]([CH2:15][CH2:16][S:17][CH3:18])[C:8]2[C:13]([CH:14]=1)=[CH:12][CH:11]=[CH:10][CH:9]=2)=[O:4]. The yield is 0.290.